This data is from Full USPTO retrosynthesis dataset with 1.9M reactions from patents (1976-2016). The task is: Predict the reactants needed to synthesize the given product. Given the product [F:24][C:23]1[C:17]2[O:16][C:15]([C:12]3[CH:13]=[CH:14][C:9]([OH:8])=[C:10]([F:33])[CH:11]=3)=[N:19][C:18]=2[CH:20]=[CH:21][C:22]=1[O:25][CH2:26][C@@H:27]([NH:29][C:30](=[O:32])[CH3:31])[CH3:28], predict the reactants needed to synthesize it. The reactants are: C([O:8][C:9]1[CH:14]=[CH:13][C:12]([C:15]2[O:16][C:17]3[C:23]([F:24])=[C:22]([O:25][CH2:26][C@@H:27]([NH:29][C:30](=[O:32])[CH3:31])[CH3:28])[CH:21]=[CH:20][C:18]=3[N:19]=2)=[CH:11][C:10]=1[F:33])C1C=CC=CC=1.